Dataset: Full USPTO retrosynthesis dataset with 1.9M reactions from patents (1976-2016). Task: Predict the reactants needed to synthesize the given product. (1) Given the product [CH2:22]([NH:24][C:25]([NH:1][C:2]1[CH:21]=[CH:20][CH:19]=[C:4]([CH2:5][C:6]2[C:11](=[O:12])[CH:10]=[CH:9][N:8]([C:13]3[CH:18]=[CH:17][CH:16]=[CH:15][CH:14]=3)[N:7]=2)[CH:3]=1)=[O:26])[CH3:23], predict the reactants needed to synthesize it. The reactants are: [NH2:1][C:2]1[CH:3]=[C:4]([CH:19]=[CH:20][CH:21]=1)[CH2:5][C:6]1[C:11](=[O:12])[CH:10]=[CH:9][N:8]([C:13]2[CH:18]=[CH:17][CH:16]=[CH:15][CH:14]=2)[N:7]=1.[CH2:22]([N:24]=[C:25]=[O:26])[CH3:23].C(Cl)Cl. (2) Given the product [Cl:1][C:2]1[C:7]([Cl:8])=[CH:6][CH:5]=[CH:4][C:3]=1[CH2:9][CH2:10][O:11][CH2:15][C:16]([OH:18])=[O:17], predict the reactants needed to synthesize it. The reactants are: [Cl:1][C:2]1[C:7]([Cl:8])=[CH:6][CH:5]=[CH:4][C:3]=1[CH2:9][CH2:10][OH:11].[H-].[Na+].Cl[CH2:15][C:16]([O-:18])=[O:17].[Na+]. (3) Given the product [CH3:1][C@H:2]1[O:7][C@@H:6]([CH3:8])[CH2:5][N:4]([C:9]2[C:16]([F:17])=[CH:15][C:14]([C:18]#[C:19][C:21]3[S:22][CH:23]=[CH:24][CH:25]=3)=[CH:13][C:10]=2[CH:11]=[O:12])[CH2:3]1, predict the reactants needed to synthesize it. The reactants are: [CH3:1][C@@H:2]1[O:7][C@H:6]([CH3:8])[CH2:5][N:4]([C:9]2[C:16]([F:17])=[CH:15][C:14]([C:18]#[CH:19])=[CH:13][C:10]=2[CH:11]=[O:12])[CH2:3]1.Br[C:21]1[S:22][CH:23]=[CH:24][CH:25]=1. (4) Given the product [Si:22]([O:12][CH2:11][C:9]1[CH:8]=[CH:7][C:6]2[O:1][CH2:2][CH2:3][NH:4][C:5]=2[CH:10]=1)([C:18]([CH3:21])([CH3:20])[CH3:19])([CH3:24])[CH3:23], predict the reactants needed to synthesize it. The reactants are: [O:1]1[C:6]2[CH:7]=[CH:8][C:9]([CH2:11][OH:12])=[CH:10][C:5]=2[NH:4][CH2:3][CH2:2]1.N1C=CN=C1.[C:18]([Si:22](Cl)([CH3:24])[CH3:23])([CH3:21])([CH3:20])[CH3:19].O. (5) Given the product [CH2:1]([O:3][C:4]([C:6]1[C:7](=[O:27])[C:8]2[CH:13]=[N:12][C:11]([S:39]([CH3:29])(=[O:43])=[O:41])=[N:10][C:9]=2[N:16]([C:18]2[CH:19]=[C:20]3[C:24](=[CH:25][CH:26]=2)[CH2:23][CH2:22][CH2:21]3)[CH:17]=1)=[O:5])[CH3:2], predict the reactants needed to synthesize it. The reactants are: [CH2:1]([O:3][C:4]([C:6]1[C:7](=[O:27])[C:8]2[CH:13]=[N:12][C:11](SC)=[N:10][C:9]=2[N:16]([C:18]2[CH:19]=[C:20]3[C:24](=[CH:25][CH:26]=2)[CH2:23][CH2:22][CH2:21]3)[CH:17]=1)=[O:5])[CH3:2].Cl[C:29]1C=C(C=CC=1)C(OO)=O.[S:39]([O-:43])([O-])(=[O:41])=S.[Na+].[Na+].C(=O)(O)[O-].[Na+]. (6) The reactants are: [I:1][C:2]1[CH:7]=[CH:6][C:5]([OH:8])=[CH:4][CH:3]=1.CCCCCC.[O:15]1[CH:20]=[CH:19][CH2:18][CH2:17][CH2:16]1. Given the product [I:1][C:2]1[CH:7]=[CH:6][C:5]([O:8][CH:16]2[CH2:17][CH2:18][CH2:19][CH2:20][O:15]2)=[CH:4][CH:3]=1, predict the reactants needed to synthesize it. (7) Given the product [CH3:21][N:22]1[C:26]([C:2]2[CH:14]=[N:13][C:12]3[C:11]4[CH:10]=[CH:9][C:8]([C:15]([O:17][CH3:18])=[O:16])=[C:7]([O:19][CH3:20])[C:6]=4[NH:5][C:4]=3[CH:3]=2)=[C:25]([CH3:40])[N:24]=[N:23]1, predict the reactants needed to synthesize it. The reactants are: Br[C:2]1[CH:14]=[N:13][C:12]2[C:11]3[CH:10]=[CH:9][C:8]([C:15]([O:17][CH3:18])=[O:16])=[C:7]([O:19][CH3:20])[C:6]=3[NH:5][C:4]=2[CH:3]=1.[CH3:21][N:22]1[C:26]([Sn](CCCC)(CCCC)CCCC)=[C:25]([CH3:40])[N:24]=[N:23]1. (8) The reactants are: [O:1]1[CH2:6][CH2:5][CH:4]([OH:7])[CH2:3][CH2:2]1.Br[CH2:9][CH2:10][CH2:11][O:12][CH2:13][C:14]1[CH:19]=[CH:18][CH:17]=[CH:16][CH:15]=1. Given the product [CH2:13]([O:12][CH2:11][CH2:10][CH2:9][O:7][CH:4]1[CH2:5][CH2:6][O:1][CH2:2][CH2:3]1)[C:14]1[CH:19]=[CH:18][CH:17]=[CH:16][CH:15]=1, predict the reactants needed to synthesize it. (9) Given the product [CH:53]1([CH2:56][N:24]2[CH2:25][C:19]3[C:18]([C:16]([N:13]4[CH2:14][CH2:15][CH:10]([C:5]5[CH:6]=[CH:7][C:8]([F:9])=[C:3]([F:2])[C:4]=5[C:26]([F:27])([F:28])[F:29])[CH2:11][CH2:12]4)=[O:17])=[N:22][NH:21][C:20]=3[CH2:23]2)[CH2:52][CH2:58]1, predict the reactants needed to synthesize it. The reactants are: Cl.[F:2][C:3]1[C:4]([C:26]([F:29])([F:28])[F:27])=[C:5]([CH:10]2[CH2:15][CH2:14][N:13]([C:16]([C:18]3[C:19]4[CH2:25][NH:24][CH2:23][C:20]=4[NH:21][N:22]=3)=[O:17])[CH2:12][CH2:11]2)[CH:6]=[CH:7][C:8]=1[F:9].O1CC(=O)C1.FC1[C:52]([C:58](F)(F)F)=[C:53]([CH:56]2CCN(C(C3[C:52]4[CH2:58]N(C5COC5)[CH2:56][C:53]=4NN=3)=O)CC2)C=CC=1F.